Dataset: Cav3 T-type calcium channel HTS with 100,875 compounds. Task: Binary Classification. Given a drug SMILES string, predict its activity (active/inactive) in a high-throughput screening assay against a specified biological target. (1) The drug is s1c2ncn(c(=O)c2c(c1C)C)CC(=O)NCCc1ccccc1. The result is 0 (inactive). (2) The molecule is Clc1c(S(=O)(=O)N2CCOCC2)cc(cc1)C(=O)NCCSCc1ccc(cc1)C. The result is 1 (active). (3) The molecule is FC(F)(F)C1(OCCO1)CC(=O)Nc1cc2OCOc2cc1. The result is 0 (inactive). (4) The compound is Clc1c(CSc2nc([nH]n2)N)c(Cl)ccc1. The result is 0 (inactive). (5) The compound is Clc1ccc(/C=C\C(=O)NCCN2CCOCC2)cc1. The result is 0 (inactive).